This data is from Forward reaction prediction with 1.9M reactions from USPTO patents (1976-2016). The task is: Predict the product of the given reaction. (1) Given the reactants [Br:1][C:2]1[C:14]2[C:13]3[C:8](=[CH:9][CH:10]=[CH:11][CH:12]=3)[NH:7][C:6]=2[N:5]=[CH:4][CH:3]=1.[CH3:15]C1C=C2C(=CC=1)NC1=[N+]([O-])C=CC=C21.P(Br)(Br)(Br)=O, predict the reaction product. The product is: [Br:1][C:2]1[C:14]2[C:13]3[C:8](=[CH:9][CH:10]=[C:11]([CH3:15])[CH:12]=3)[NH:7][C:6]=2[N:5]=[CH:4][CH:3]=1. (2) Given the reactants [CH2:1]([NH2:4])[CH2:2][CH3:3].[CH2:5]1[O:15][C:8]2([CH2:13][CH2:12][C:11](=O)[CH2:10][CH2:9]2)[O:7][CH2:6]1.[C:16]([OH:21])(=[O:20])[C:17]([OH:19])=[O:18], predict the reaction product. The product is: [C:16]([OH:21])(=[O:20])[C:17]([OH:19])=[O:18].[CH2:5]1[O:15][C:8]2([CH2:13][CH2:12][CH:11]([NH:4][CH2:1][CH2:2][CH3:3])[CH2:10][CH2:9]2)[O:7][CH2:6]1. (3) Given the reactants Cl[C:2](=[N:16][OH:17])[C@H:3]1[CH2:8][C@@H:7]2[C@@H:5]([CH2:6]2)[N:4]1[C:9]([O:11][C:12]([CH3:15])([CH3:14])[CH3:13])=[O:10].[C:18]([C:20]1[CH:25]=[CH:24][CH:23]=[C:22]([CH3:26])[CH:21]=1)#[CH:19], predict the reaction product. The product is: [CH3:26][C:22]1[CH:21]=[C:20]([C:18]2[O:17][N:16]=[C:2]([C@H:3]3[CH2:8][C@@H:7]4[C@@H:5]([CH2:6]4)[N:4]3[C:9]([O:11][C:12]([CH3:15])([CH3:14])[CH3:13])=[O:10])[CH:19]=2)[CH:25]=[CH:24][CH:23]=1.